This data is from Forward reaction prediction with 1.9M reactions from USPTO patents (1976-2016). The task is: Predict the product of the given reaction. (1) Given the reactants C[O:2][C:3]([C:5]1[CH:6]=[C:7]2[C:20](=[CH:21][CH:22]=1)[C:19]1[C:10](=[C:11]3[C:16](=[CH:17][CH:18]=1)[CH:15]=[C:14]([O:23][CH3:24])[CH:13]=[CH:12]3)[CH:9]([C:25]1[CH:30]=[CH:29][C:28]([O:31][CH2:32][CH2:33][N:34]3[CH2:39][CH2:38][CH2:37][CH2:36][CH2:35]3)=[CH:27][CH:26]=1)[O:8]2)=O.[H-].[Al+3].[Li+].[H-].[H-].[H-], predict the reaction product. The product is: [CH3:24][O:23][C:14]1[CH:13]=[CH:12][C:11]2[C:16](=[CH:17][CH:18]=[C:19]3[C:10]=2[CH:9]([C:25]2[CH:30]=[CH:29][C:28]([O:31][CH2:32][CH2:33][N:34]4[CH2:35][CH2:36][CH2:37][CH2:38][CH2:39]4)=[CH:27][CH:26]=2)[O:8][C:7]2[C:20]3=[CH:21][CH:22]=[C:5]([CH2:3][OH:2])[CH:6]=2)[CH:15]=1. (2) Given the reactants [Cl:1][C:2]1[CH:32]=[CH:31][C:5]([C:6]([NH:8][C:9]2[N:13]([CH2:14][CH:15]3[CH2:19][CH2:18][CH2:17][N:16]3C(OC(C)(C)C)=O)[C:12]3[CH:27]=[CH:28][CH:29]=[CH:30][C:11]=3[N:10]=2)=[O:7])=[CH:4][CH:3]=1.C(O)(C(F)(F)F)=O.C([O-])(O)=O.[Na+], predict the reaction product. The product is: [Cl:1][C:2]1[CH:3]=[CH:4][C:5]([C:6]([NH:8][C:9]2[N:13]([CH2:14][CH:15]3[CH2:19][CH2:18][CH2:17][NH:16]3)[C:12]3[CH:27]=[CH:28][CH:29]=[CH:30][C:11]=3[N:10]=2)=[O:7])=[CH:31][CH:32]=1. (3) Given the reactants Br[C:2]1[CH:11]=[CH:10][C:9]2[N:8]=[CH:7][C:6]3[N:12]([CH3:23])[C:13](=[O:22])[N:14]([C:15]4[C:16]([CH3:21])=[N:17][N:18]([CH3:20])[CH:19]=4)[C:5]=3[C:4]=2[CH:3]=1.[CH2:24]([O:26][C:27]1[C:32]([NH:33][C:34](=[O:36])[CH3:35])=[CH:31][C:30](B2OC(C)(C)C(C)(C)O2)=[CH:29][N:28]=1)[CH3:25], predict the reaction product. The product is: [CH3:20][N:18]1[CH:19]=[C:15]([N:14]2[C:5]3[C:4]4[CH:3]=[C:2]([C:30]5[CH:31]=[C:32]([NH:33][C:34](=[O:36])[CH3:35])[C:27]([O:26][CH2:24][CH3:25])=[N:28][CH:29]=5)[CH:11]=[CH:10][C:9]=4[N:8]=[CH:7][C:6]=3[N:12]([CH3:23])[C:13]2=[O:22])[C:16]([CH3:21])=[N:17]1. (4) Given the reactants [OH-].[Na+].C[O:4][C:5](=[O:21])[C:6]1[CH:11]=[C:10]([N:12]([CH3:16])[CH2:13][CH2:14][CH3:15])[N:9]=[C:8]([S:17]([CH3:20])(=[O:19])=[O:18])[CH:7]=1.Cl, predict the reaction product. The product is: [CH3:20][S:17]([C:8]1[CH:7]=[C:6]([CH:11]=[C:10]([N:12]([CH3:16])[CH2:13][CH2:14][CH3:15])[N:9]=1)[C:5]([OH:21])=[O:4])(=[O:19])=[O:18]. (5) Given the reactants C(OC(N1CCC(C(O[C:21]2[CH:43]=[CH:42][C:24]3[C:25]4[N:29]([CH2:30][CH2:31][O:32][C:23]=3[CH:22]=2)[CH:28]=[C:27]([C:33]2[N:34]([CH:39]([CH3:41])[CH3:40])[N:35]=[C:36]([CH3:38])[N:37]=2)[N:26]=4)CC)CC1)=O)C1C=CC=CC=1.[CH3:44][O:45][C:46](=[O:52])[CH:47]([OH:51])[CH2:48][CH2:49][Br:50].C1(P(C2C=CC=CC=2)C2C=CC=CC=2)C=CC=CC=1.CC(OC(/N=N/C(OC(C)C)=O)=O)C, predict the reaction product. The product is: [CH3:44][O:45][C:46](=[O:52])[CH:47]([O:51][C:21]1[CH:43]=[CH:42][C:24]2[C:25]3[N:29]([CH2:30][CH2:31][O:32][C:23]=2[CH:22]=1)[CH:28]=[C:27]([C:33]1[N:34]([CH:39]([CH3:41])[CH3:40])[N:35]=[C:36]([CH3:38])[N:37]=1)[N:26]=3)[CH2:48][CH2:49][Br:50]. (6) Given the reactants [NH:1]1[CH2:4][CH2:3][CH2:2]1.Br[CH2:6][C:7]1[N:12]=[C:11]([C:13]([F:16])([F:15])[F:14])[N:10]=[C:9]([C:17]([O:19][CH2:20][CH3:21])=[O:18])[CH:8]=1, predict the reaction product. The product is: [N:1]1([CH2:6][C:7]2[N:12]=[C:11]([C:13]([F:16])([F:15])[F:14])[N:10]=[C:9]([C:17]([O:19][CH2:20][CH3:21])=[O:18])[CH:8]=2)[CH2:4][CH2:3][CH2:2]1.